Task: Predict the product of the given reaction.. Dataset: Forward reaction prediction with 1.9M reactions from USPTO patents (1976-2016) Given the reactants [CH2:1]([O:3][C:4](=[O:14])[NH:5][C:6]1[CH:11]=[CH:10][C:9]([CH:12]=O)=[CH:8][CH:7]=1)[CH3:2].[Cl:15][C:16]1[CH:22]=[CH:21][C:19]([NH2:20])=[CH:18][CH:17]=1.C([BH3-])#N.[Na+].C(=O)([O-])O.[Na+], predict the reaction product. The product is: [CH2:1]([O:3][C:4](=[O:14])[NH:5][C:6]1[CH:11]=[CH:10][C:9]([CH2:12][NH:20][C:19]2[CH:21]=[CH:22][C:16]([Cl:15])=[CH:17][CH:18]=2)=[CH:8][CH:7]=1)[CH3:2].